Dataset: Reaction yield outcomes from USPTO patents with 853,638 reactions. Task: Predict the reaction yield, written as a fraction of the theoretical maximum amount of product (1.0 means a 100% yield; for example, 0.34 means a 34% yield). The reactants are [N:1]1[C:10]2[C:5](=[CH:6][C:7]([CH2:11][N:12]3[C:16]4=[N:17][C:18]([C:21](=O)[CH3:22])=[CH:19][N:20]=[C:15]4[N:14]=[N:13]3)=[CH:8][CH:9]=2)[CH:4]=[CH:3][CH:2]=1.[OH:24][CH2:25][CH:26]([O:29][N:30]1C(=O)C2C(=CC=CC=2)C1=O)[CH2:27][OH:28]. No catalyst specified. The product is [OH:24][CH2:25][CH:26]([O:29]/[N:30]=[C:21](/[C:18]1[N:17]=[C:16]2[N:12]([CH2:11][C:7]3[CH:6]=[C:5]4[C:10](=[CH:9][CH:8]=3)[N:1]=[CH:2][CH:3]=[CH:4]4)[N:13]=[N:14][C:15]2=[N:20][CH:19]=1)\[CH3:22])[CH2:27][OH:28]. The yield is 0.540.